This data is from Catalyst prediction with 721,799 reactions and 888 catalyst types from USPTO. The task is: Predict which catalyst facilitates the given reaction. Reactant: C[O:2][C:3](=[O:31])[CH2:4][C@H:5]1[CH2:10][CH2:9][C@H:8]([C:11]2[CH:16]=[CH:15][C:14]([N:17]3[CH:28]([CH3:29])[CH2:27][C:20]4[N:21]=[C:22]([CH3:26])[N:23]=[C:24]([NH2:25])[C:19]=4[C:18]3=[O:30])=[CH:13][CH:12]=2)[CH2:7][CH2:6]1.[OH-].[Na+]. Product: [NH2:25][C:24]1[C:19]2[C:18](=[O:30])[N:17]([C:14]3[CH:15]=[CH:16][C:11]([C@H:8]4[CH2:7][CH2:6][C@H:5]([CH2:4][C:3]([OH:31])=[O:2])[CH2:10][CH2:9]4)=[CH:12][CH:13]=3)[CH:28]([CH3:29])[CH2:27][C:20]=2[N:21]=[C:22]([CH3:26])[N:23]=1. The catalyst class is: 5.